The task is: Predict the reactants needed to synthesize the given product.. This data is from Full USPTO retrosynthesis dataset with 1.9M reactions from patents (1976-2016). (1) Given the product [F:23][C:24]1[CH:25]=[C:26]([N:35]2[CH:39]=[C:38]([CH2:40][NH:41][C:42](=[S:10])[CH3:43])[N:37]=[N:36]2)[CH:27]=[CH:28][C:29]=1[N:30]1[CH:34]=[CH:33][N:32]=[CH:31]1, predict the reactants needed to synthesize it. The reactants are: COC1C=CC(P2(SP(C3C=CC(OC)=CC=3)(=S)S2)=[S:10])=CC=1.[F:23][C:24]1[CH:25]=[C:26]([N:35]2[CH:39]=[C:38]([CH2:40][NH:41][C:42](=O)[CH3:43])[N:37]=[N:36]2)[CH:27]=[CH:28][C:29]=1[N:30]1[CH:34]=[CH:33][N:32]=[CH:31]1. (2) Given the product [Br:27][C:20]1[CH:21]=[CH:22][CH:23]=[C:24]2[C:19]=1[C:18](=[O:17])[N:4]([CH2:3][C:2]([F:1])([F:15])[C:5]1[CH:14]=[CH:13][C:12]3[C:7](=[CH:8][CH:9]=[CH:10][CH:11]=3)[N:6]=1)[CH2:25]2, predict the reactants needed to synthesize it. The reactants are: [F:1][C:2]([F:15])([C:5]1[CH:14]=[CH:13][C:12]2[C:7](=[CH:8][CH:9]=[CH:10][CH:11]=2)[N:6]=1)[CH2:3][NH2:4].C[O:17][C:18](=O)[C:19]1[C:24]([CH2:25]Br)=[CH:23][CH:22]=[CH:21][C:20]=1[Br:27]. (3) Given the product [F:12][C:13]1[CH:18]=[CH:17][C:16]([C:6]2[C:7]([O:8][CH3:9])=[C:2]([O:10][CH3:11])[N:3]=[CH:4][N:5]=2)=[CH:15][CH:14]=1, predict the reactants needed to synthesize it. The reactants are: Cl[C:2]1([O:10][CH3:11])[C:7]([O:8][CH3:9])=[CH:6][N:5]=[CH:4][NH:3]1.[F:12][C:13]1[CH:18]=[CH:17][C:16](B(O)O)=[CH:15][CH:14]=1.C([O-])([O-])=O.[Na+].[Na+]. (4) Given the product [Cl:11][C:12]1[CH:13]=[CH:14][C:15]([C:18]([C:20]2[CH:25]=[CH:24][CH:23]=[CH:22][C:21]=2[C:26]2[C:27]([CH:32]=[O:33])=[N:28][O:29][C:30]=2[CH3:31])=[O:19])=[CH:16][CH:17]=1, predict the reactants needed to synthesize it. The reactants are: C(Cl)(=O)C(Cl)=O.CS(C)=O.[Cl:11][C:12]1[CH:17]=[CH:16][C:15]([CH:18]([C:20]2[CH:25]=[CH:24][CH:23]=[CH:22][C:21]=2[C:26]2[C:27]([CH2:32][OH:33])=[N:28][O:29][C:30]=2[CH3:31])[OH:19])=[CH:14][CH:13]=1.CCN(CC)CC.